Dataset: Full USPTO retrosynthesis dataset with 1.9M reactions from patents (1976-2016). Task: Predict the reactants needed to synthesize the given product. (1) Given the product [Cl:15]/[CH:12]=[C:6]1\[CH2:7][S:8][C:9]2[C:4]([C:5]\1=[O:14])=[CH:3][C:2]([F:1])=[CH:11][CH:10]=2, predict the reactants needed to synthesize it. The reactants are: [F:1][C:2]1[CH:3]=[C:4]2[C:9](=[CH:10][CH:11]=1)[S:8][CH2:7][C:6](=[CH:12]O)[C:5]2=[O:14].[Cl:15]CC(Cl)=O. (2) Given the product [CH3:3][N:2]([CH3:1])[CH2:4][CH:5]1[CH2:14][C:13]2[C:8](=[CH:9][C:10]([N:15]3[CH2:26][C:25]4[C:31](=[CH:32][CH:33]=[C:23]([O:16][C:17]5[CH:18]=[CH:19][CH:20]=[CH:21][CH:22]=5)[CH:24]=4)[CH2:34]3)=[CH:11][CH:12]=2)[O:7][CH2:6]1, predict the reactants needed to synthesize it. The reactants are: [CH3:1][N:2]([CH2:4][CH:5]1[CH2:14][C:13]2[C:8](=[CH:9][C:10]([NH2:15])=[CH:11][CH:12]=2)[O:7][CH2:6]1)[CH3:3].[O:16]([C:23]1[CH:33]=[CH:32][CH:31]=[C:25]2[C:26](OC(=O)[C:24]=12)=O)[C:17]1[CH:22]=[CH:21][CH:20]=[CH:19][CH:18]=1.[CH:34](N(C(C)C)CCOC1C=CC(N)=CC=1OC)(C)C.